Dataset: Forward reaction prediction with 1.9M reactions from USPTO patents (1976-2016). Task: Predict the product of the given reaction. Given the reactants [C:1]([O:8][CH3:9])(=[O:7])[CH2:2][C:3]([O:5][CH3:6])=[O:4].[CH3:10][CH:11]([CH3:15])[C:12](=O)[CH3:13].N1C=CC=CC=1.O, predict the reaction product. The product is: [CH3:10][CH:11]([CH3:15])[C:12](=[C:2]([C:1]([O:8][CH3:9])=[O:7])[C:3]([O:5][CH3:6])=[O:4])[CH3:13].